From a dataset of Forward reaction prediction with 1.9M reactions from USPTO patents (1976-2016). Predict the product of the given reaction. (1) Given the reactants [CH:1]1([C:4]2[CH:9]=[C:8]([C:10]3[CH:11]=[CH:12][C:13]4[N:17]=[C:16]([CH2:18][CH3:19])[N:15]([C@H:20]5[CH2:25][CH2:24][C@H:23]([OH:26])[CH2:22][CH2:21]5)[C:14]=4[CH:27]=3)[N:7]=[C:6]([NH:28][C:29]3[CH:34]=[C:33](C#N)[CH:32]=[CH:31][N:30]=3)[CH:5]=2)[CH2:3][CH2:2]1.[CH3:37][S:38]([OH:41])(=[O:40])=[O:39].CC(C)=O.[CH3:46][N:47](C=O)C, predict the reaction product. The product is: [CH3:37][S:38]([OH:41])(=[O:40])=[O:39].[CH:1]1([C:4]2[CH:9]=[C:8]([C:10]3[CH:11]=[CH:12][C:13]4[N:17]=[C:16]([CH2:18][CH3:19])[N:15]([C@H:20]5[CH2:21][CH2:22][C@H:23]([OH:26])[CH2:24][CH2:25]5)[C:14]=4[CH:27]=3)[N:7]=[C:6]([NH:28][C:29]3[C:34]([C:46]#[N:47])=[CH:33][CH:32]=[CH:31][N:30]=3)[CH:5]=2)[CH2:3][CH2:2]1. (2) Given the reactants [Cl:1][C:2]1[CH:7]=[CH:6][C:5]([CH:8]([CH2:18][CH3:19])[CH2:9][C:10]([C:14]([F:17])([F:16])[F:15])([OH:13])[CH2:11][OH:12])=[C:4]([O:20][CH3:21])[C:3]=1[CH3:22].C1(O)C=CC=CC=1.[NH4+].[Cl-], predict the reaction product. The product is: [Cl:1][C:2]1[CH:7]=[CH:6][C:5]([CH:8]([CH2:18][CH3:19])[CH2:9][C:10]([OH:13])([C:14]([F:17])([F:16])[F:15])[CH:11]=[O:12])=[C:4]([O:20][CH3:21])[C:3]=1[CH3:22]. (3) Given the reactants [S:1]1[CH:5]=[CH:4][N:3]=[C:2]1[C:6]([C@H:8]1[CH2:13][CH2:12][C@H:11]([C:14]([O:16][CH3:17])=[O:15])[CH2:10][CH2:9]1)=[O:7].[F:18][C:19]([Si](C)(C)C)([F:21])[F:20].O.O.O.[F-].C([N+](CCCC)(CCCC)CCCC)CCC.O, predict the reaction product. The product is: [F:18][C:19]([F:21])([F:20])[C:6]([C@H:8]1[CH2:9][CH2:10][C@H:11]([C:14]([O:16][CH3:17])=[O:15])[CH2:12][CH2:13]1)([OH:7])[C:2]1[S:1][CH:5]=[CH:4][N:3]=1. (4) The product is: [CH2:1]1[CH2:2][CH2:3][C:4]([CH2:11][NH2:12])([CH2:7][C:8]([OH:10])=[O:9])[CH2:5][CH2:6]1. Given the reactants [CH2:1]1[CH2:6][CH2:5][C:4]([CH2:11][NH2:12])([CH2:7][C:8]([OH:10])=[O:9])[CH2:3][CH2:2]1.Cl.C1(CC(O)=O)(CC(N)=O)CCCCC1.[OH-].[Na+].[O-]Cl.[Na+].Cl, predict the reaction product. (5) Given the reactants [NH2:1][CH2:2][C:3]1[CH:4]=[CH:5][C:6]([Cl:27])=[C:7]([NH:9][C:10]2[S:11]/[C:12](=[CH:16]\[C:17]3[CH:18]=[C:19]4[C:24](=[CH:25][CH:26]=3)[N:23]=[CH:22][CH:21]=[CH:20]4)/[C:13](=[O:15])[N:14]=2)[CH:8]=1.ON1C2N=CC=CC=2N=N1.[C:38]1(=[O:44])[O:43][C:41](=[O:42])[CH2:40][CH2:39]1, predict the reaction product. The product is: [Cl:27][C:6]1[CH:5]=[CH:4][C:3]([CH2:2][NH:1][C:38](=[O:44])[CH2:39][CH2:40][C:41]([OH:43])=[O:42])=[CH:8][C:7]=1[NH:9][C:10]1[S:11]/[C:12](=[CH:16]\[C:17]2[CH:18]=[C:19]3[C:24](=[CH:25][CH:26]=2)[N:23]=[CH:22][CH:21]=[CH:20]3)/[C:13](=[O:15])[N:14]=1. (6) The product is: [CH3:23][O:24][C:25]1[CH:26]=[C:27]([NH:31][C:32]([N:17]2[CH2:18][CH2:19][N:14]([C:11]3[N:12]=[CH:13][C:8]4[C:6](=[O:7])[C:5]([C:20]([OH:22])=[O:21])=[CH:4][N:3]([CH2:2][CH3:1])[C:9]=4[N:10]=3)[CH2:15][CH2:16]2)=[S:33])[CH:28]=[CH:29][CH:30]=1. Given the reactants [CH3:1][CH2:2][N:3]1[C:9]2[N:10]=[C:11]([N:14]3[CH2:19][CH2:18][NH:17][CH2:16][CH2:15]3)[N:12]=[CH:13][C:8]=2[C:6](=[O:7])[C:5]([C:20]([OH:22])=[O:21])=[CH:4]1.[CH3:23][O:24][C:25]1[CH:26]=[C:27]([N:31]=[C:32]=[S:33])[CH:28]=[CH:29][CH:30]=1.C(N(CC)CC)C, predict the reaction product. (7) Given the reactants [O:1]=[C:2]([CH2:6][CH3:7])[C:3]([OH:5])=[O:4].S(=O)(=O)(O)O.[CH3:13][CH2:14]O, predict the reaction product. The product is: [O:1]=[C:2]([CH2:6][CH3:7])[C:3]([O:5][CH2:13][CH3:14])=[O:4]. (8) Given the reactants Cl[C:2]1[N:7]=[C:6]([NH:8][C:9]2[CH:13]=[C:12]([C:14]3[CH:19]=[CH:18][CH:17]=[CH:16][CH:15]=3)[O:11][N:10]=2)[CH:5]=[CH:4][N:3]=1.[CH3:20][C:21]1[CH:27]=[C:26]([O:28][CH3:29])[C:25]([O:30][CH3:31])=[CH:24][C:22]=1[NH2:23], predict the reaction product. The product is: [CH3:20][C:21]1[CH:27]=[C:26]([O:28][CH3:29])[C:25]([O:30][CH3:31])=[CH:24][C:22]=1[NH:23][C:2]1[N:7]=[C:6]([NH:8][C:9]2[CH:13]=[C:12]([C:14]3[CH:19]=[CH:18][CH:17]=[CH:16][CH:15]=3)[O:11][N:10]=2)[CH:5]=[CH:4][N:3]=1. (9) Given the reactants Br[C:2]1[CH:7]=[CH:6][C:5]([O:8][CH3:9])=[C:4]([CH3:10])[CH:3]=1.C(=O)([O-])[O-].[Cs+].[Cs+].[CH2:17]([O:20][CH:21]1[CH2:26][CH2:25][CH2:24][CH2:23][O:22]1)[C:18]#[CH:19].C1(P(C2CCCCC2)C2C=CC=CC=2C2C(C(C)C)=CC(C(C)C)=CC=2C(C)C)CCCCC1, predict the reaction product. The product is: [CH3:9][O:8][C:5]1[CH:6]=[CH:7][C:2]([C:19]#[C:18][CH2:17][O:20][CH:21]2[CH2:26][CH2:25][CH2:24][CH2:23][O:22]2)=[CH:3][C:4]=1[CH3:10].